This data is from Catalyst prediction with 721,799 reactions and 888 catalyst types from USPTO. The task is: Predict which catalyst facilitates the given reaction. (1) Reactant: [NH2:1][C:2]1[C:7]([NH:8][C:9](=[O:12])[O:10][CH3:11])=[C:6]([NH2:13])[N:5]=[C:4]([N:14]2[C:22]3[C:17](=[N:18][CH:19]=[C:20]([F:23])[CH:21]=3)[C:16]([CH2:24][C:25]3[CH:30]=[CH:29][CH:28]=[CH:27][C:26]=3[F:31])=[N:15]2)[N:3]=1.[H-].[Na+].ClC(Cl)(Cl)S(O[CH2:40][C:41]([F:44])([F:43])[F:42])(=O)=O. Product: [NH2:1][C:2]1[C:7]([N:8]([CH2:40][C:41]([F:44])([F:43])[F:42])[C:9](=[O:12])[O:10][CH3:11])=[C:6]([NH2:13])[N:5]=[C:4]([N:14]2[C:22]3[C:17](=[N:18][CH:19]=[C:20]([F:23])[CH:21]=3)[C:16]([CH2:24][C:25]3[CH:30]=[CH:29][CH:28]=[CH:27][C:26]=3[F:31])=[N:15]2)[N:3]=1. The catalyst class is: 56. (2) Reactant: [N:1]1[CH:6]=[CH:5][CH:4]=[CH:3][C:2]=1[NH:7][CH:8]1[CH2:13][CH2:12][N:11](C(OCC)=O)[CH2:10][CH2:9]1. Product: [NH:11]1[CH2:12][CH2:13][CH:8]([NH:7][C:2]2[CH:3]=[CH:4][CH:5]=[CH:6][N:1]=2)[CH2:9][CH2:10]1. The catalyst class is: 201. (3) Reactant: [OH-].[Na+].[CH:3]12[CH2:12][CH:7]3[CH2:8][CH:9]([CH2:11][CH:5]([CH2:6]3)[CH:4]1[NH:13][C:14]([C:16]1[CH:17]=[N:18][N:19]([C:24]3[CH:33]=[CH:32][C:27]([C:28]([O:30]C)=[O:29])=[CH:26][CH:25]=3)[C:20]=1[S:21][CH2:22][CH3:23])=[O:15])[CH2:10]2. Product: [CH:3]12[CH2:12][CH:7]3[CH2:8][CH:9]([CH2:11][CH:5]([CH2:6]3)[CH:4]1[NH:13][C:14]([C:16]1[CH:17]=[N:18][N:19]([C:24]3[CH:33]=[CH:32][C:27]([C:28]([OH:30])=[O:29])=[CH:26][CH:25]=3)[C:20]=1[S:21][CH2:22][CH3:23])=[O:15])[CH2:10]2. The catalyst class is: 5. (4) Reactant: [Cl:1][C:2]1[CH:7]=[C:6]([Cl:8])[CH:5]=[CH:4][C:3]=1[C:9]1[C:14]([NH:15][C:16]([C:18]2[CH:26]=[CH:25][CH:24]=[CH:23][C:19]=2[C:20]([OH:22])=O)=[O:17])=[CH:13][N:12]=[C:11]([NH:27][CH2:28][CH2:29][NH:30][C:31]2[CH:36]=[CH:35][C:34]([N+:37]([O-:39])=[O:38])=[CH:33][N:32]=2)[N:10]=1. Product: [Cl:1][C:2]1[CH:7]=[C:6]([Cl:8])[CH:5]=[CH:4][C:3]=1[C:9]1[C:14]([N:15]2[C:16](=[O:17])[C:18]3[C:19](=[CH:23][CH:24]=[CH:25][CH:26]=3)[C:20]2=[O:22])=[CH:13][N:12]=[C:11]([NH:27][CH2:28][CH2:29][NH:30][C:31]2[CH:36]=[CH:35][C:34]([N+:37]([O-:39])=[O:38])=[CH:33][N:32]=2)[N:10]=1. The catalyst class is: 15. (5) Reactant: Cl.Cl.[CH2:3]([O:5][C:6]1[CH:7]=[C:8]2[C:13](=[C:14]3[CH2:18][C:17]([CH3:20])([CH3:19])[O:16][C:15]=13)[C:12]([C:21]1[CH:22]=[C:23]([NH2:27])[CH:24]=[CH:25][CH:26]=1)=[N:11][C:10]([CH3:29])([CH3:28])[CH2:9]2)[CH3:4].C(N(CC)CC)C.[F:37][C:38]([F:49])([F:48])[C:39](O[C:39](=[O:40])[C:38]([F:49])([F:48])[F:37])=[O:40].O. Product: [CH2:3]([O:5][C:6]1[CH:7]=[C:8]2[C:13](=[C:14]3[CH2:18][C:17]([CH3:20])([CH3:19])[O:16][C:15]=13)[C:12]([C:21]1[CH:22]=[C:23]([NH:27][C:39](=[O:40])[C:38]([F:49])([F:48])[F:37])[CH:24]=[CH:25][CH:26]=1)=[N:11][C:10]([CH3:28])([CH3:29])[CH2:9]2)[CH3:4]. The catalyst class is: 7. (6) Reactant: [C:1]([C:3]1[CH:8]=[CH:7][C:6]([CH:9]2[C:18]3[C:13](=[CH:14][CH:15]=[N:16][C:17]=3[O:19][CH2:20][CH3:21])[NH:12][C:11]([CH3:22])=[C:10]2[C:23]([O:25]CCC#N)=[O:24])=[C:5]([O:30][C:31]([F:34])([F:33])[F:32])[CH:4]=1)#[N:2].[OH-].[Na+].C(OCC)C.O. Product: [C:1]([C:3]1[CH:8]=[CH:7][C:6]([CH:9]2[C:18]3[C:13](=[CH:14][CH:15]=[N:16][C:17]=3[O:19][CH2:20][CH3:21])[NH:12][C:11]([CH3:22])=[C:10]2[C:23]([OH:25])=[O:24])=[C:5]([O:30][C:31]([F:32])([F:33])[F:34])[CH:4]=1)#[N:2]. The catalyst class is: 149.